From a dataset of Full USPTO retrosynthesis dataset with 1.9M reactions from patents (1976-2016). Predict the reactants needed to synthesize the given product. (1) Given the product [CH3:21][O:20][C:14]1[CH:13]=[C:12]([CH:17]=[C:16]([O:18][CH3:19])[CH:15]=1)[CH2:11][CH2:10][C:8]1[N:9]=[C:4]2[CH:3]=[C:2]([C:26]3[CH:27]=[CH:28][C:29]([C:30]([NH:31][CH3:32])=[O:33])=[C:24]([F:23])[CH:25]=3)[NH:22][C:5]2=[N:6][CH:7]=1, predict the reactants needed to synthesize it. The reactants are: Br[C:2]1[NH:22][C:5]2=[N:6][CH:7]=[C:8]([CH2:10][CH2:11][C:12]3[CH:17]=[C:16]([O:18][CH3:19])[CH:15]=[C:14]([O:20][CH3:21])[CH:13]=3)[N:9]=[C:4]2[CH:3]=1.[F:23][C:24]1[CH:25]=[C:26](B(O)O)[CH:27]=[CH:28][C:29]=1[C:30](=[O:33])[NH:31][CH3:32]. (2) Given the product [O:13]1[CH2:14][CH2:15][O:16][CH:12]1[C:10]1[S:11][C:7]([CH:23]([C:21]2[S:22][C:18]([CH3:17])=[CH:19][CH:20]=2)[OH:24])=[CH:8][CH:9]=1, predict the reactants needed to synthesize it. The reactants are: C([Li])CCC.Br[C:7]1[S:11][C:10]([CH:12]2[O:16][CH2:15][CH2:14][O:13]2)=[CH:9][CH:8]=1.[CH3:17][C:18]1[S:22][C:21]([CH:23]=[O:24])=[CH:20][CH:19]=1.O. (3) Given the product [Br:1][C:2]1[C:3]([NH:8][C@H:9]([C:14]([O:16][CH3:17])=[O:15])[CH2:10][CH:11]([CH3:13])[CH3:12])=[N:4][O:5][C:6]=1[CH3:7], predict the reactants needed to synthesize it. The reactants are: [Br:1][C:2]1[C:3]([N:8](C(OCC(Cl)(Cl)Cl)=O)[C@H:9]([C:14]([O:16][CH3:17])=[O:15])[CH2:10][CH:11]([CH3:13])[CH3:12])=[N:4][O:5][C:6]=1[CH3:7].OP([O-])(O)=O.[K+]. (4) Given the product [F:1][C:2]1[CH:3]=[CH:4][C:5]([C:8]2([CH2:9][CH2:10][CH2:11][C:12]([O:14][CH3:20])=[O:13])[O:19][CH2:16][CH2:17][O:15]2)=[CH:6][CH:7]=1, predict the reactants needed to synthesize it. The reactants are: [F:1][C:2]1[CH:7]=[CH:6][C:5]([C:8](=[O:15])[CH2:9][CH2:10][CH2:11][C:12]([O-:14])=[O:13])=[CH:4][CH:3]=1.[CH2:16]([OH:19])[CH2:17]O.[C:20]1(C)C=CC=CC=1. (5) Given the product [Br:1][C:2]1[CH:3]=[C:4]([N:8]2[CH2:14][CH2:13][CH2:12][N:11]([C:15]([O:17][C:18]([CH3:21])([CH3:20])[CH3:19])=[O:16])[CH2:10][CH2:9]2)[CH:5]=[N:6][C:7]=1[Cl:22], predict the reactants needed to synthesize it. The reactants are: [Br:1][C:2]1[CH:3]=[C:4]([N:8]2[CH2:14][CH2:13][CH2:12][N:11]([C:15]([O:17][C:18]([CH3:21])([CH3:20])[CH3:19])=[O:16])[CH2:10][CH2:9]2)[CH:5]=[N:6][CH:7]=1.[Cl:22]N1C(C)(C)C(=O)N(Cl)C1=O.